From a dataset of Full USPTO retrosynthesis dataset with 1.9M reactions from patents (1976-2016). Predict the reactants needed to synthesize the given product. (1) Given the product [CH3:1][C:2]([CH3:23])([C:3](=[O:12])[CH2:4][CH2:5][C:6]1[CH:7]=[CH:8][CH:9]=[CH:10][CH:11]=1)[C:13](=[O:22])[CH2:14][CH2:15][C:16]1[CH:21]=[CH:20][CH:19]=[CH:18][CH:17]=1, predict the reactants needed to synthesize it. The reactants are: [CH3:1][C:2]([CH3:23])([C:13](=[O:22])[CH:14]=[CH:15][C:16]1[CH:21]=[CH:20][CH:19]=[CH:18][CH:17]=1)[C:3](=[O:12])[CH:4]=[CH:5][C:6]1[CH:11]=[CH:10][CH:9]=[CH:8][CH:7]=1. (2) Given the product [F:20][C:15]1[CH:16]=[CH:17][CH:18]=[CH:19][C:14]=1/[CH:13]=[CH:12]/[CH:9]1[CH2:8][CH2:7][NH:6][CH2:11][CH2:10]1, predict the reactants needed to synthesize it. The reactants are: C(OC([N:6]1[CH2:11][CH2:10][CH:9](/[CH:12]=[CH:13]/[C:14]2[CH:19]=[CH:18][CH:17]=[CH:16][C:15]=2[F:20])[CH2:8][CH2:7]1)=O)=C.Cl.CO. (3) Given the product [CH3:22][C:18]1[CH:17]=[C:16]([C:2]#[C:1][C:3]2[CH:8]=[CH:7][C:6]([CH2:9][CH2:10][C:11]([O:13][CH3:14])=[O:12])=[CH:5][CH:4]=2)[CH:21]=[CH:20][N:19]=1, predict the reactants needed to synthesize it. The reactants are: [C:1]([C:3]1[CH:8]=[CH:7][C:6]([CH2:9][CH2:10][C:11]([O:13][CH3:14])=[O:12])=[CH:5][CH:4]=1)#[CH:2].I[C:16]1[CH:21]=[CH:20][N:19]=[C:18]([CH3:22])[CH:17]=1. (4) Given the product [CH2:1]([O:8][C:9]1[C:10]2[N:11]([N:16]=[CH:17][CH:18]=2)[CH:12]=[C:13]([C:23]2[CH:22]=[N:21][N:20]([CH3:19])[CH:24]=2)[CH:14]=1)[C:2]1[CH:7]=[CH:6][CH:5]=[CH:4][CH:3]=1, predict the reactants needed to synthesize it. The reactants are: [CH2:1]([O:8][C:9]1[C:10]2[N:11]([N:16]=[CH:17][CH:18]=2)[CH:12]=[C:13](Br)[CH:14]=1)[C:2]1[CH:7]=[CH:6][CH:5]=[CH:4][CH:3]=1.[CH3:19][N:20]1[CH:24]=[C:23](B2OC(C)(C)C(C)(C)O2)[CH:22]=[N:21]1.C(=O)([O-])[O-].[Na+].[Na+].O. (5) Given the product [Cl:17][C:18]1[CH:19]=[C:20]([C:26]([C:27]([F:30])([F:29])[F:28])=[CH:2][C:1]([C:4]2[C:12]3[CH2:11][CH2:10][CH2:9][C:8]=3[C:7]([C:13]([O:15][CH3:16])=[O:14])=[CH:6][CH:5]=2)=[O:3])[CH:21]=[C:22]([Cl:25])[C:23]=1[F:24], predict the reactants needed to synthesize it. The reactants are: [C:1]([C:4]1[C:12]2[CH2:11][CH2:10][CH2:9][C:8]=2[C:7]([C:13]([O:15][CH3:16])=[O:14])=[CH:6][CH:5]=1)(=[O:3])[CH3:2].[Cl:17][C:18]1[CH:19]=[C:20]([C:26](=O)[C:27]([F:30])([F:29])[F:28])[CH:21]=[C:22]([Cl:25])[C:23]=1[F:24].C([O-])([O-])=O.[K+].[K+].C(N(CC)CC)C. (6) The reactants are: [CH3:1][C@H:2]([NH:13][C:14]([O:16][C:17]([CH3:20])([CH3:19])[CH3:18])=[O:15])[C:3]([O:5]N1C(=O)CCC1=O)=O.[CH3:21][O:22][C:23]([C:25]1[C:26]([C:31]2[CH:36]=[CH:35][CH:34]=[C:33]([CH2:37][NH2:38])[CH:32]=2)=[CH:27][CH:28]=[CH:29][CH:30]=1)=[O:24].C(N(CC)CC)C. Given the product [CH3:21][O:22][C:23]([C:25]1[C:26]([C:31]2[CH:36]=[CH:35][CH:34]=[C:33]([CH2:37][NH:38][C:3](=[O:5])[CH:2]([NH:13][C:14]([O:16][C:17]([CH3:18])([CH3:19])[CH3:20])=[O:15])[CH3:1])[CH:32]=2)=[CH:27][CH:28]=[CH:29][CH:30]=1)=[O:24], predict the reactants needed to synthesize it. (7) The reactants are: [N+:1]([C:4]1[CH:5]=[CH:6][C:7]2[CH2:12][CH2:11][O:10][B:9]([OH:13])[C:8]=2[CH:14]=1)([O-])=O.CCN(CC)CC.[F:22][C:23]1[CH:31]=[CH:30][C:26]([C:27](Cl)=[O:28])=[C:25]([C:32]([F:35])([F:34])[F:33])[CH:24]=1. Given the product [F:22][C:23]1[CH:31]=[CH:30][C:26]([C:27]([NH:1][C:4]2[CH:5]=[CH:6][C:7]3[CH2:12][CH2:11][O:10][B:9]([OH:13])[C:8]=3[CH:14]=2)=[O:28])=[C:25]([C:32]([F:33])([F:34])[F:35])[CH:24]=1, predict the reactants needed to synthesize it. (8) Given the product [CH:1]1([CH:4]2[O:9][CH:8]([C:10]3[CH:11]=[CH:12][C:13]([C:14]([OH:16])=[O:15])=[CH:18][CH:19]=3)[CH2:7][CH:6]([NH:20][C:21]([C:23]3([C:26]4[CH:36]=[CH:35][C:29]5[O:30][C:31]([F:33])([F:34])[O:32][C:28]=5[CH:27]=4)[CH2:25][CH2:24]3)=[O:22])[CH2:5]2)[CH2:3][CH2:2]1, predict the reactants needed to synthesize it. The reactants are: [CH:1]1([C@H:4]2[O:9][C@@H:8]([C:10]3[CH:19]=[CH:18][C:13]([C:14]([O:16]C)=[O:15])=[CH:12][CH:11]=3)[CH2:7][CH:6]([NH:20][C:21]([C:23]3([C:26]4[CH:36]=[CH:35][C:29]5[O:30][C:31]([F:34])([F:33])[O:32][C:28]=5[CH:27]=4)[CH2:25][CH2:24]3)=[O:22])[CH2:5]2)[CH2:3][CH2:2]1.